Dataset: Forward reaction prediction with 1.9M reactions from USPTO patents (1976-2016). Task: Predict the product of the given reaction. (1) Given the reactants [CH2:1]1[C@@H:5]2[CH:6]3[C:11](=[O:12])[O:10][C:8](=[O:9])[CH:7]3[C@H:2]1[CH:3]=[CH:4]2.C1(C)C=CC=CC=1.COC1C=CC2N=CC=C([C@@H](O)[C@H]3N4C[C@H](C=C)[C@@H](CC4)C3)C=2C=1.[CH3:44][OH:45], predict the reaction product. The product is: [CH3:44][O:45][C:11]([C@@H:6]1[C@H:5]2[CH2:1][C@H:2]([CH:3]=[CH:4]2)[C@@H:7]1[C:8]([OH:10])=[O:9])=[O:12]. (2) Given the reactants [C:1]([C:3]1([OH:9])[CH2:8][CH2:7][CH2:6][CH2:5][CH2:4]1)#[CH:2].[H-].[Na+].[CH2:12](Br)[CH:13]=[CH2:14], predict the reaction product. The product is: [CH2:14]([O:9][C:3]1([C:1]#[CH:2])[CH2:8][CH2:7][CH2:6][CH2:5][CH2:4]1)[CH:13]=[CH2:12]. (3) Given the reactants [CH2:1]([O:3][C:4]([C:6]1[C:14](=[N+]=[N-])[C:13]2[C:8](=[CH:9][CH:10]=[CH:11][CH:12]=2)[N:7]=1)=[O:5])[CH3:2].[C:17]1([OH:23])[CH:22]=[CH:21][CH:20]=[CH:19][CH:18]=1, predict the reaction product. The product is: [CH2:1]([O:3][C:4]([C:6]1[NH:7][C:8]2[C:13]([C:14]=1[O:23][C:17]1[CH:22]=[CH:21][CH:20]=[CH:19][CH:18]=1)=[CH:12][CH:11]=[CH:10][CH:9]=2)=[O:5])[CH3:2]. (4) Given the reactants [CH:1]1([C:6]([N:8]2[CH2:13][CH2:12][C:11]([C:14]3[C:22]4[C:17](=[N:18][CH:19]=[C:20]([N+:27]([O-])=O)[C:21]=4[C:23]([F:26])([F:25])[F:24])[N:16]([CH3:30])[CH:15]=3)=[CH:10][CH2:9]2)=[O:7])[CH2:5][CH2:4][CH2:3][CH2:2]1, predict the reaction product. The product is: [NH2:27][C:20]1[C:21]([C:23]([F:26])([F:25])[F:24])=[C:22]2[C:14]([CH:11]3[CH2:12][CH2:13][N:8]([C:6]([CH:1]4[CH2:5][CH2:4][CH2:3][CH2:2]4)=[O:7])[CH2:9][CH2:10]3)=[CH:15][N:16]([CH3:30])[C:17]2=[N:18][CH:19]=1.